From a dataset of Peptide-MHC class II binding affinity with 134,281 pairs from IEDB. Regression. Given a peptide amino acid sequence and an MHC pseudo amino acid sequence, predict their binding affinity value. This is MHC class II binding data. (1) The peptide sequence is MTDPHAMRDMAGRFE. The MHC is DRB1_1501 with pseudo-sequence DRB1_1501. The binding affinity (normalized) is 0.151. (2) The peptide sequence is TAWDFSSAGGFFTSV. The MHC is HLA-DQA10201-DQB10301 with pseudo-sequence HLA-DQA10201-DQB10301. The binding affinity (normalized) is 0.872. (3) The peptide sequence is AVHVWLRLPAGRVEI. The MHC is HLA-DPA10201-DPB10101 with pseudo-sequence HLA-DPA10201-DPB10101. The binding affinity (normalized) is 0.361. (4) The binding affinity (normalized) is 0.231. The MHC is DRB4_0101 with pseudo-sequence DRB4_0103. The peptide sequence is MLRFANPLSNPFY. (5) The peptide sequence is LLAMAVLAALFAGAW. The MHC is HLA-DQA10102-DQB10502 with pseudo-sequence HLA-DQA10102-DQB10502. The binding affinity (normalized) is 0. (6) The peptide sequence is KQQVIAELYEKFFRI. The MHC is DRB1_1101 with pseudo-sequence DRB1_1101. The binding affinity (normalized) is 0.465. (7) The peptide sequence is ISGYNFSLGAAVKAG. The MHC is DRB1_0301 with pseudo-sequence DRB1_0301. The binding affinity (normalized) is 0.308. (8) The peptide sequence is KESGDAASGADGTYD. The MHC is DRB1_1101 with pseudo-sequence DRB1_1101. The binding affinity (normalized) is 0.